Dataset: Full USPTO retrosynthesis dataset with 1.9M reactions from patents (1976-2016). Task: Predict the reactants needed to synthesize the given product. (1) The reactants are: [NH2:1][C:2](=[N:48][C:49](=[O:56])[C:50]1[CH:55]=[CH:54][CH:53]=[CH:52][CH:51]=1)[C:3]1[CH:8]=[CH:7][C:6]([NH:9][C@H:10]([C:35]2[CH:40]=[C:39]([O:41][CH3:42])[CH:38]=[C:37]([O:43][CH2:44][CH2:45][OH:46])[C:36]=2[F:47])[C:11]2[N:12]=[C:13]([O:22][CH2:23][O:24][C:25](=[O:34])[C:26]([CH3:33])([CH3:32])[CH2:27][O:28][CH2:29][O:30][CH3:31])[N:14]([C:16]3[N:21]=[CH:20][CH:19]=[CH:18][N:17]=3)[N:15]=2)=[CH:5][CH:4]=1.CC(OC)(C)C.C1(C)C=CC=CC=1.C(OCC)(=O)C.[ClH:76]. Given the product [ClH:76].[NH2:1][C:2](=[N:48][C:49](=[O:56])[C:50]1[CH:55]=[CH:54][CH:53]=[CH:52][CH:51]=1)[C:3]1[CH:8]=[CH:7][C:6]([NH:9][C@H:10]([C:35]2[CH:40]=[C:39]([O:41][CH3:42])[CH:38]=[C:37]([O:43][CH2:44][CH2:45][OH:46])[C:36]=2[F:47])[C:11]2[N:12]=[C:13]([O:22][CH2:23][O:24][C:25](=[O:34])[C:26]([CH3:33])([CH3:32])[CH2:27][O:28][CH2:29][O:30][CH3:31])[N:14]([C:16]3[N:17]=[CH:18][CH:19]=[CH:20][N:21]=3)[N:15]=2)=[CH:5][CH:4]=1, predict the reactants needed to synthesize it. (2) The reactants are: C([P:3]([C:6]1[CH:11]=[CH:10][CH:9]=[CH:8][CH:7]=1)(=[O:5])[O-:4])C.C(N([CH2:17][CH3:18])CC)C.[C:19]([OH:23])(=[O:22])[CH:20]=[O:21].[C:24]1(C)C=CC=C[CH:25]=1. Given the product [CH2:24]([O:22][C:19](=[O:23])[CH:20]([P:3]([O:5][CH2:17][CH3:18])([C:6]1[CH:7]=[CH:8][CH:9]=[CH:10][CH:11]=1)=[O:4])[OH:21])[CH3:25], predict the reactants needed to synthesize it. (3) Given the product [C:31]([NH:1][CH2:2][CH2:3][C:4]1[CH:5]=[CH:6][C:7]([NH:10]/[C:11](=[C:18]2\[C:19](=[O:30])[NH:20][C:21]3[C:26]\2=[CH:25][C:24]([N+:27]([O-:29])=[O:28])=[CH:23][CH:22]=3)/[C:12]2[CH:17]=[CH:16][CH:15]=[CH:14][CH:13]=2)=[CH:8][CH:9]=1)(=[O:33])[CH3:32], predict the reactants needed to synthesize it. The reactants are: [NH2:1][CH2:2][CH2:3][C:4]1[CH:9]=[CH:8][C:7]([NH:10]/[C:11](=[C:18]2\[C:19](=[O:30])[NH:20][C:21]3[C:26]\2=[CH:25][C:24]([N+:27]([O-:29])=[O:28])=[CH:23][CH:22]=3)/[C:12]2[CH:17]=[CH:16][CH:15]=[CH:14][CH:13]=2)=[CH:6][CH:5]=1.[C:31](OC(=O)C)(=[O:33])[CH3:32]. (4) Given the product [CH3:1][O:2][C:3]1([O:13][CH3:14])[CH2:8][N:7]([C:27]([C:18]2[S:17][C:16]([CH3:15])=[N:20][C:19]=2[C:21]2[CH:26]=[CH:25][CH:24]=[CH:23][CH:22]=2)=[O:28])[CH:6]([C:9]([O:11][CH3:12])=[O:10])[CH2:5][CH2:4]1, predict the reactants needed to synthesize it. The reactants are: [CH3:1][O:2][C:3]1([O:13][CH3:14])[CH2:8][NH:7][CH:6]([C:9]([O:11][CH3:12])=[O:10])[CH2:5][CH2:4]1.[CH3:15][C:16]1[S:17][C:18]([C:27](O)=[O:28])=[C:19]([C:21]2[CH:26]=[CH:25][CH:24]=[CH:23][CH:22]=2)[N:20]=1. (5) Given the product [Br:1][C:2]1[CH:10]=[C:9]2[C:5](/[C:6](=[CH:12]/[C:14]3[NH:15][C:16]([CH3:34])=[C:17]([S:24]([C:27]4[CH:28]=[CH:29][C:30]([CH3:33])=[CH:31][CH:32]=4)(=[O:25])=[O:26])[C:18]=3[CH2:19][CH2:20][C:21]([OH:23])=[O:22])/[C:7](=[O:11])[NH:8]2)=[CH:4][CH:3]=1, predict the reactants needed to synthesize it. The reactants are: [Br:1][C:2]1[CH:10]=[C:9]2[C:5]([CH2:6][C:7](=[O:11])[NH:8]2)=[CH:4][CH:3]=1.[CH:12]([C:14]1[NH:15][C:16]([CH3:34])=[C:17]([S:24]([C:27]2[CH:32]=[CH:31][C:30]([CH3:33])=[CH:29][CH:28]=2)(=[O:26])=[O:25])[C:18]=1[CH2:19][CH2:20][C:21]([OH:23])=[O:22])=O.N1CCCCC1. (6) Given the product [Cl-:1].[CH3:10][N+:11]1[CH:15]=[CH:14][N:13]([CH2:2][CH2:3][CH2:4][CH2:5][CH2:6][CH2:7][CH2:8][CH3:9])[CH:12]=1, predict the reactants needed to synthesize it. The reactants are: [Cl:1][CH2:2][CH2:3][CH2:4][CH2:5][CH2:6][CH2:7][CH2:8][CH3:9].[CH3:10][N:11]1[CH:15]=[CH:14][N:13]=[CH:12]1. (7) Given the product [CH2:24]([C:9]1[CH:8]=[C:7]([CH:12]=[C:11]([CH3:13])[C:10]=1[O:14][CH2:15][C@@H:16]([OH:23])[CH2:17][NH:18][C:19](=[O:22])[CH2:20][OH:21])[C:6]([OH:26])=[O:5])[CH3:25], predict the reactants needed to synthesize it. The reactants are: C([O:5][C:6](=[O:26])[C:7]1[CH:12]=[C:11]([CH3:13])[C:10]([O:14][CH2:15][CH:16]([OH:23])[CH2:17][NH:18][C:19](=[O:22])[CH2:20][OH:21])=[C:9]([CH2:24][CH3:25])[CH:8]=1)(C)(C)C. (8) Given the product [C:1]([O:5][C:6]([N:8]1[CH2:12][CH2:11][C:10]2([CH2:16][CH2:15][N:14]([C:17]3[CH:18]=[N:19][C:20]([O:27][C:28]4[CH:33]=[CH:32][C:31]([O:34][C:35]5[CH:36]=[CH:37][CH:38]=[CH:39][CH:40]=5)=[CH:30][CH:29]=4)=[C:21]([C:23](=[O:25])[NH2:41])[CH:22]=3)[CH2:13]2)[CH2:9]1)=[O:7])([CH3:2])([CH3:4])[CH3:3], predict the reactants needed to synthesize it. The reactants are: [C:1]([O:5][C:6]([N:8]1[CH2:12][CH2:11][C:10]2([CH2:16][CH2:15][N:14]([C:17]3[CH:18]=[N:19][C:20]([O:27][C:28]4[CH:33]=[CH:32][C:31]([O:34][C:35]5[CH:40]=[CH:39][CH:38]=[CH:37][CH:36]=5)=[CH:30][CH:29]=4)=[C:21]([C:23]([O:25]C)=O)[CH:22]=3)[CH2:13]2)[CH2:9]1)=[O:7])([CH3:4])([CH3:3])[CH3:2].[NH3:41]. (9) The reactants are: Br[C:2]1[S:6][C:5]([NH:7][C:8](=[O:22])[N:9]([CH:16]2[CH2:21][CH2:20][CH2:19][CH2:18][CH2:17]2)[CH:10]2[CH2:15][CH2:14][CH2:13][CH2:12][CH2:11]2)=[N:4][CH:3]=1.[CH2:23]([O:25][C:26]([C:28]1[N:29]=[C:30]([SH:33])[NH:31][CH:32]=1)=[O:27])[CH3:24]. Given the product [CH2:23]([O:25][C:26]([C:28]1[N:29]=[C:30]([S:33][C:2]2[S:6][C:5]([NH:7][C:8]([N:9]([CH:16]3[CH2:21][CH2:20][CH2:19][CH2:18][CH2:17]3)[CH:10]3[CH2:15][CH2:14][CH2:13][CH2:12][CH2:11]3)=[O:22])=[N:4][CH:3]=2)[NH:31][CH:32]=1)=[O:27])[CH3:24], predict the reactants needed to synthesize it.